From a dataset of Full USPTO retrosynthesis dataset with 1.9M reactions from patents (1976-2016). Predict the reactants needed to synthesize the given product. Given the product [F:1][C:2]1[CH:7]=[C:6]([O:8][CH3:9])[CH:5]=[CH:4][C:3]=1[N:10]([CH3:25])[C:11]1[C:20]2[C:15](=[CH:16][CH:17]=[C:18]([NH2:21])[CH:19]=2)[N:14]=[C:13]([CH3:24])[N:12]=1, predict the reactants needed to synthesize it. The reactants are: [F:1][C:2]1[CH:7]=[C:6]([O:8][CH3:9])[CH:5]=[CH:4][C:3]=1[N:10]([CH3:25])[C:11]1[C:20]2[C:15](=[CH:16][CH:17]=[C:18]([N+:21]([O-])=O)[CH:19]=2)[N:14]=[C:13]([CH3:24])[N:12]=1.[H][H].